Dataset: Full USPTO retrosynthesis dataset with 1.9M reactions from patents (1976-2016). Task: Predict the reactants needed to synthesize the given product. (1) Given the product [C:7]([C:11]1[CH:19]=[C:18]2[C:14]([C:15](=[O:30])[N:16]([CH2:26][CH:27]([CH3:28])[CH3:29])[CH:17]2[CH2:20][C:21]([NH:5][C:4]([NH2:6])=[NH:3])=[O:22])=[CH:13][CH:12]=1)([CH3:10])([CH3:9])[CH3:8], predict the reactants needed to synthesize it. The reactants are: [Na].[Cl-].[NH2:3][C:4]([NH2:6])=[NH2+:5].[C:7]([C:11]1[CH:19]=[C:18]2[C:14]([C:15](=[O:30])[N:16]([CH2:26][CH:27]([CH3:29])[CH3:28])[CH:17]2[CH2:20][C:21](OCC)=[O:22])=[CH:13][CH:12]=1)([CH3:10])([CH3:9])[CH3:8]. (2) Given the product [Cl:1][C:2]1[CH:3]=[CH:4][C:5]([CH2:6][NH:7][C:8]([C:10]2[C:11](=[O:27])[C:12]3[C:13]4[N:14]([CH:26]=2)[CH2:15][C:16](=[O:25])[N:17]([CH3:24])[C:18]=4[CH:19]=[C:20]([CH2:22][N:31]([CH2:32][CH:33]([OH:41])[C:34]2[CH:39]=[CH:38][C:37]([OH:40])=[CH:36][CH:35]=2)[CH3:30])[CH:21]=3)=[O:9])=[CH:28][CH:29]=1, predict the reactants needed to synthesize it. The reactants are: [Cl:1][C:2]1[CH:29]=[CH:28][C:5]([CH2:6][NH:7][C:8]([C:10]2[C:11](=[O:27])[C:12]3[C:13]4[N:14]([CH:26]=2)[CH2:15][C:16](=[O:25])[N:17]([CH3:24])[C:18]=4[CH:19]=[C:20]([CH2:22]Cl)[CH:21]=3)=[O:9])=[CH:4][CH:3]=1.[CH3:30][NH:31][CH2:32][CH:33]([OH:41])[C:34]1[CH:35]=[CH:36][C:37]([OH:40])=[CH:38][CH:39]=1.CN(C=O)C.C(N(C(C)C)CC)(C)C. (3) Given the product [F:27][C:5]1[CH:4]=[C:3]([F:28])[C:2]([C:33]2[CH:34]=[N:29][CH:30]=[N:31][CH:32]=2)=[CH:7][C:6]=1[C@:8]12[CH2:16][O:15][C@H:14]([CH2:17][F:18])[C@H:13]1[CH2:12][S:11][C:10]([NH2:19])=[N:9]2, predict the reactants needed to synthesize it. The reactants are: Br[C:2]1[C:3]([F:28])=[CH:4][C:5]([F:27])=[C:6]([C@:8]23[CH2:16][O:15][C@H:14]([CH2:17][F:18])[C@H:13]2[CH2:12][S:11][C:10]([NH:19]C(=O)OC(C)(C)C)=[N:9]3)[CH:7]=1.[N:29]1[CH:34]=[C:33](B(O)O)[CH:32]=[N:31][CH:30]=1.C(=O)([O-])[O-].[Cs+].[Cs+].C(Cl)Cl.C(O)(C(F)(F)F)=O. (4) Given the product [F:8][C:9]1[CH:10]=[CH:11][C:12]2[N:13]([C:15]([C:18]3[N:23]=[C:22]([NH:24][C@@H:25]4[CH2:30][CH2:29][CH2:28][NH:27][CH2:26]4)[C:21]([N+:38]([O-:40])=[O:39])=[CH:20][N:19]=3)=[CH:16][N:17]=2)[CH:14]=1, predict the reactants needed to synthesize it. The reactants are: FC(F)(F)C(O)=O.[F:8][C:9]1[CH:10]=[CH:11][C:12]2[N:13]([C:15]([C:18]3[N:23]=[C:22]([NH:24][C@@H:25]4[CH2:30][CH2:29][CH2:28][N:27](C(OC(C)(C)C)=O)[CH2:26]4)[C:21]([N+:38]([O-:40])=[O:39])=[CH:20][N:19]=3)=[CH:16][N:17]=2)[CH:14]=1. (5) Given the product [Cl:1][C:2]1[N:3]=[C:4]([O:20][CH:21]2[CH2:24][CH2:23][CH2:22]2)[C:5]2[C:10]([C:31]3[CH:32]=[CH:33][C:28]([C:27]([NH:26][CH3:25])=[O:43])=[CH:29][CH:30]=3)=[CH:9][N:8]([CH2:12][O:13][CH2:14][CH2:15][Si:16]([CH3:19])([CH3:18])[CH3:17])[C:6]=2[N:7]=1, predict the reactants needed to synthesize it. The reactants are: [Cl:1][C:2]1[N:3]=[C:4]([O:20][CH:21]2[CH2:24][CH2:23][CH2:22]2)[C:5]2[C:10](I)=[CH:9][N:8]([CH2:12][O:13][CH2:14][CH2:15][Si:16]([CH3:19])([CH3:18])[CH3:17])[C:6]=2[N:7]=1.[CH3:25][NH:26][C:27](=[O:43])[C:28]1[CH:33]=[CH:32][C:31](B2OC(C)(C)C(C)(C)O2)=[CH:30][CH:29]=1.O.O.O.P([O-])([O-])([O-])=O.[K+].[K+].[K+].O1CCOCC1. (6) The reactants are: [C:1]([N:5]1[CH2:10][CH2:9][N:8]([C:11](OC(C)(C)C)=[O:12])[C@@H:7]([C:18]([N:20]2[CH2:25][CH2:24][NH:23][CH2:22][CH2:21]2)=[O:19])[CH2:6]1)([CH3:4])([CH3:3])[CH3:2].[Br:26][C:27]1[S:31][C:30]([NH:32][C:33](=[O:41])OC2C=CC=CC=2)=[N:29][C:28]=1[CH3:42]. Given the product [NH3:5].[CH3:11][OH:12].[Br:26][C:27]1[S:31][C:30]([NH:32][C:33]([N:23]2[CH2:24][CH2:25][N:20]([C:18]([C@H:7]3[CH2:6][N:5]([C:1]([CH3:4])([CH3:3])[CH3:2])[CH2:10][CH2:9][NH:8]3)=[O:19])[CH2:21][CH2:22]2)=[O:41])=[N:29][C:28]=1[CH3:42], predict the reactants needed to synthesize it. (7) Given the product [Cl:27][CH2:26]/[CH:25]=[CH:24]\[C:7]1[CH2:6][S:5][C@H:4]2[N:9]([C:10](=[O:11])[C@H:3]2[NH:2][C:37](=[O:38])[CH2:36][S:35][C:33]2[CH:32]=[C:31]([Cl:40])[N:30]=[C:29]([Cl:28])[CH:34]=2)[C:8]=1[C:12]([O:14][CH2:15][C:16]1[CH:21]=[CH:20][C:19]([O:22][CH3:23])=[CH:18][CH:17]=1)=[O:13], predict the reactants needed to synthesize it. The reactants are: Cl.[NH2:2][C@@H:3]1[C:10](=[O:11])[N:9]2[C@@H:4]1[S:5][CH2:6][C:7]([CH:24]=[CH:25][CH2:26][Cl:27])=[C:8]2[C:12]([O:14][CH2:15][C:16]1[CH:21]=[CH:20][C:19]([O:22][CH3:23])=[CH:18][CH:17]=1)=[O:13].[Cl:28][C:29]1[CH:34]=[C:33]([S:35][CH2:36][C:37](O)=[O:38])[CH:32]=[C:31]([Cl:40])[N:30]=1.N1C=CC=CC=1.P(Cl)(Cl)(OCl)=O. (8) Given the product [CH:13]1[C:9]2[CH:10]=[CH:11][C:12]3[CH:2]=[CH:3][CH:4]=[CH:5][C:6]=3[C:7](=[C:17]3[CH2:18][CH2:19][N:20]([C:23](=[O:26])[CH2:24][NH:25][C:35](=[O:36])[O:37][CH:38]([CH3:40])[CH3:39])[CH2:21][CH2:22]3)[C:8]=2[CH:16]=[CH:15][CH:14]=1, predict the reactants needed to synthesize it. The reactants are: Cl.[CH:2]1[C:12]2[CH:11]=[CH:10][C:9]3[CH:13]=[CH:14][CH:15]=[CH:16][C:8]=3[C:7](=[C:17]3[CH2:22][CH2:21][N:20]([C:23](=[O:26])[CH2:24][NH2:25])[CH2:19][CH2:18]3)[C:6]=2[CH:5]=[CH:4][CH:3]=1.C(N(CC)CC)C.Cl[C:35]([O:37][CH:38]([CH3:40])[CH3:39])=[O:36]. (9) Given the product [CH2:19]([C:14]1[O:1][C:2]2[CH:7]=[CH:6][C:5]([NH:8][S:9]([CH3:12])(=[O:11])=[O:10])=[CH:4][C:3]=2[C:15]=1[C:16]([OH:18])=[O:17])[CH2:20][CH2:21][CH3:22], predict the reactants needed to synthesize it. The reactants are: [O:1]=[C:2]1[CH:7]=[CH:6][C:5](=[N:8][S:9]([CH3:12])(=[O:11])=[O:10])[CH:4]=[CH:3]1.O=[C:14]([CH2:19][CH2:20][CH2:21][CH3:22])[CH2:15][C:16]([OH:18])=[O:17].C[O-].[Na+].